Task: Predict the product of the given reaction.. Dataset: Forward reaction prediction with 1.9M reactions from USPTO patents (1976-2016) (1) The product is: [Br:5][C:6]1[CH:7]=[C:8]([CH:12]([N:13]=[C:1]=[S:2])[C:14]2[CH:18]=[CH:17][O:16][CH:15]=2)[CH:9]=[CH:10][CH:11]=1. Given the reactants [C:1](Cl)(Cl)=[S:2].[Br:5][C:6]1[CH:7]=[C:8]([CH:12]([C:14]2[CH:18]=[CH:17][O:16][CH:15]=2)[NH2:13])[CH:9]=[CH:10][CH:11]=1.C(=O)(O)[O-].[Na+], predict the reaction product. (2) Given the reactants [Br:1][C:2]1[CH:7]=[CH:6][C:5]([O:8][CH2:9][C:10]([CH3:15])([N+:12]([O-])=O)[CH3:11])=[CH:4][CH:3]=1.[Cl-].[NH4+], predict the reaction product. The product is: [Br:1][C:2]1[CH:7]=[CH:6][C:5]([O:8][CH2:9][C:10]([NH2:12])([CH3:15])[CH3:11])=[CH:4][CH:3]=1. (3) Given the reactants [OH:1][C:2]1[C:3]([O:17][CH3:18])=[CH:4][C:5]2[CH:9]=[C:8]([C:10]([OH:12])=O)[S:7][C:6]=2[C:13]=1[N+:14]([O-:16])=[O:15].S(Cl)(Cl)=O.[C:23]1([CH3:29])C=CC=CC=1, predict the reaction product. The product is: [OH:1][C:2]1[C:3]([O:17][CH3:18])=[CH:4][C:5]2[CH:9]=[C:8]([C:10]([N:14]3[CH2:29][CH2:23][O:1][CH2:2][CH2:13]3)=[O:12])[S:7][C:6]=2[C:13]=1[N+:14]([O-:16])=[O:15]. (4) Given the reactants [OH:1][C:2]1[CH:7]=[CH:6][C:5]([SH:8])=[CH:4][CH:3]=1.C([O-])([O-])=O.[K+].[K+].[CH2:15](Br)[CH:16]=[CH2:17].Cl, predict the reaction product. The product is: [CH2:17]([S:8][C:5]1[CH:6]=[CH:7][C:2]([OH:1])=[CH:3][CH:4]=1)[CH:16]=[CH2:15]. (5) Given the reactants C([O:3][C:4]([C:6]1([NH:15][C:16]([C:18]2[C:19]([C:24]3[CH:29]=[CH:28][CH:27]=[CH:26][CH:25]=3)=[CH:20][CH:21]=[CH:22][CH:23]=2)=[O:17])[CH2:14][C:13]2[C:8](=[CH:9][CH:10]=[CH:11][CH:12]=2)[CH2:7]1)=[O:5])C.[OH-].[K+].O, predict the reaction product. The product is: [C:19]1([C:24]2[CH:29]=[CH:28][CH:27]=[CH:26][CH:25]=2)[C:18]([C:16]([NH:15][C:6]2([C:4]([OH:5])=[O:3])[CH2:7][C:8]3[C:13](=[CH:12][CH:11]=[CH:10][CH:9]=3)[CH2:14]2)=[O:17])=[CH:23][CH:22]=[CH:21][CH:20]=1. (6) Given the reactants C(OC(N1CC[CH:11]([O:14][C:15]2[CH:20]=[CH:19][CH:18]=[CH:17][C:16]=2Cl)CC1)=O)(C)(C)C.C(O[C:27]([N:29]1[CH2:34][CH2:33][CH:32](O)[CH2:31][CH2:30]1)=O)(C)(C)C.Cl[C:37]1[CH:42]=[CH:41][CH:40]=[CH:39][C:38]=1O.[C:44]1(P(C2C=CC=CC=2)C2C=CC=CC=2)C=CC=CC=1.CC(OC(/N=N/C(OC(C)C)=O)=O)C, predict the reaction product. The product is: [CH2:27]([N:29]1[CH2:30][CH2:31][C:32](=[CH:44][C:18]2[CH:17]=[CH:16][C:15]([O:14][CH3:11])=[CH:20][CH:19]=2)[CH2:33][CH2:34]1)[C:37]1[CH:42]=[CH:41][CH:40]=[CH:39][CH:38]=1. (7) Given the reactants [CH:1]1([CH:7]([CH:9]2[CH2:18][CH2:17][C:12]3(OCC[O:13]3)[CH2:11][CH2:10]2)[OH:8])[CH2:6][CH2:5][CH2:4][CH2:3][CH2:2]1.Cl, predict the reaction product. The product is: [CH:1]1([CH:7]([OH:8])[CH:9]2[CH2:18][CH2:17][C:12](=[O:13])[CH2:11][CH2:10]2)[CH2:2][CH2:3][CH2:4][CH2:5][CH2:6]1. (8) Given the reactants C(=O)([S:3][CH2:4][C@@H:5]([NH:10][C:11]1[C:16]([F:17])=[CH:15][N:14]=[C:13]([Cl:18])[N:12]=1)[C:6]([CH3:9])([CH3:8])[CH3:7])C.C[O-].[Na+], predict the reaction product. The product is: [Cl:18][C:13]1[N:12]=[C:11]([NH:10][C@@H:5]([C:6]([CH3:8])([CH3:7])[CH3:9])[CH2:4][SH:3])[C:16]([F:17])=[CH:15][N:14]=1.